This data is from Full USPTO retrosynthesis dataset with 1.9M reactions from patents (1976-2016). The task is: Predict the reactants needed to synthesize the given product. (1) Given the product [CH3:1][N:2]([CH2:3][C:4]1[N:13]([C@H:14]2[CH2:19][CH2:18][C@H:17]([NH:20][C:21](=[O:27])[O:22][C:23]([CH3:26])([CH3:25])[CH3:24])[CH2:16][CH2:15]2)[C:8]2[CH:9]=[CH:10][CH:11]=[CH:12][C:7]=2[N:6]=1)[CH:28]1[C:37]2[N:36]=[CH:35][CH:34]=[CH:33][C:32]=2[CH2:31][CH2:30][CH2:29]1, predict the reactants needed to synthesize it. The reactants are: [CH3:1][N:2]([CH:28]1[C:37]2[N:36]=[CH:35][CH:34]=[CH:33][C:32]=2[CH2:31][CH2:30][CH2:29]1)[CH2:3][C:4]([NH:6][C:7]1[CH:12]=[CH:11][CH:10]=[CH:9][C:8]=1[NH:13][C@H:14]1[CH2:19][CH2:18][C@H:17]([NH:20][C:21](=[O:27])[O:22][C:23]([CH3:26])([CH3:25])[CH3:24])[CH2:16][CH2:15]1)=O. (2) Given the product [NH2:42][C:18]1[N:17]=[CH:16][C:15]([N:13]2[CH2:14][C@@H:10]3[CH2:9][CH2:8][CH:7]([NH:6][S:3]([CH2:1][CH3:2])(=[O:5])=[O:4])[C@@H:11]3[CH2:12]2)=[N:20][C:19]=1[C:21]1[O:25][C:24]([C:26]2[CH:27]=[CH:28][C:29]([CH2:32][NH:33][CH3:34])=[CH:30][CH:31]=2)=[N:23][N:22]=1, predict the reactants needed to synthesize it. The reactants are: [CH2:1]([S:3]([NH:6][CH:7]1[C@@H:11]2[CH2:12][N:13]([C:15]3[N:20]=[C:19]([C:21]4[O:25][C:24]([C:26]5[CH:31]=[CH:30][C:29]([CH2:32][N:33](C)[C:34](=O)OC(C)(C)C)=[CH:28][CH:27]=5)=[N:23][N:22]=4)[C:18]([N:42](C(OC(C)(C)C)=O)C(OC(C)(C)C)=O)=[N:17][CH:16]=3)[CH2:14][C@@H:10]2[CH2:9][CH2:8]1)(=[O:5])=[O:4])[CH3:2].C(O)(C(F)(F)F)=O. (3) The reactants are: [N:1]1[C:2]([CH2:10][C:11]#[N:12])=[N:3][N:4]2[CH:9]=[CH:8][CH:7]=[CH:6][C:5]=12.B.C1COCC1. Given the product [N:1]1[C:2]([CH2:10][CH2:11][NH2:12])=[N:3][N:4]2[CH:9]=[CH:8][CH:7]=[CH:6][C:5]=12, predict the reactants needed to synthesize it. (4) The reactants are: [CH3:1][C:2]1([C:7]2[O:11][C:10]([CH2:12][N:13]3[N:17]=[C:16]([NH2:18])[CH:15]=[N:14]3)=[CH:9][CH:8]=2)[O:6]CCO1.[C:19]1([CH3:34])[CH:24]=[CH:23][CH:22]=[CH:21][C:20]=1[C:25]1[O:29][C:28]([CH3:30])=[N:27][C:26]=1[C:31](O)=[O:32]. Given the product [C:2]([C:7]1[O:11][C:10]([CH2:12][N:13]2[N:17]=[C:16]([NH:18][C:31]([C:26]3[N:27]=[C:28]([CH3:30])[O:29][C:25]=3[C:20]3[CH:21]=[CH:22][CH:23]=[CH:24][C:19]=3[CH3:34])=[O:32])[CH:15]=[N:14]2)=[CH:9][CH:8]=1)(=[O:6])[CH3:1], predict the reactants needed to synthesize it. (5) Given the product [Cl:13][C:14]1[CH:19]=[CH:18][CH:17]=[CH:16][C:15]=1[S:20]([NH:1][C:2]1[S:3][CH:4]=[C:5]([CH2:7][C:8]([O:10][CH2:11][CH3:12])=[O:9])[N:6]=1)(=[O:22])=[O:21], predict the reactants needed to synthesize it. The reactants are: [NH2:1][C:2]1[S:3][CH:4]=[C:5]([CH2:7][C:8]([O:10][CH2:11][CH3:12])=[O:9])[N:6]=1.[Cl:13][C:14]1[CH:19]=[CH:18][CH:17]=[CH:16][C:15]=1[S:20](Cl)(=[O:22])=[O:21]. (6) Given the product [OH:2][C:3]1[CH:12]=[C:11]([O:13][CH3:14])[CH:10]=[C:9]2[C:4]=1[C:5](=[O:23])[N:6]([C:15]1[CH:20]=[CH:19][C:18]([O:21][CH3:22])=[CH:17][CH:16]=1)[CH:7]=[N:8]2, predict the reactants needed to synthesize it. The reactants are: C[O:2][C:3]1[CH:12]=[C:11]([O:13][CH3:14])[CH:10]=[C:9]2[C:4]=1[C:5](=[O:23])[N:6]([C:15]1[CH:20]=[CH:19][C:18]([O:21][CH3:22])=[CH:17][CH:16]=1)[CH:7]=[N:8]2.[Cl-].[Li+].O.Cl. (7) Given the product [NH2:11][C:9]1[N:8]=[CH:7][N:6]=[C:5]2[N:4]([CH:12]([C:14]3[CH:15]=[C:16]4[N:21]([C:22]=3[C:23]3[CH:24]=[CH:25][C:26]([CH2:29][N:30]5[CH2:31][CH2:32][O:33][CH2:34][CH2:35]5)=[CH:27][CH:28]=3)[CH:20]=[CH:19][CH:18]=[CH:17]4)[CH3:13])[N:3]=[C:2]([C:39]3[CH:40]=[C:41]([OH:43])[CH:42]=[C:37]([F:36])[CH:38]=3)[C:10]=12, predict the reactants needed to synthesize it. The reactants are: I[C:2]1[C:10]2[C:5](=[N:6][CH:7]=[N:8][C:9]=2[NH2:11])[N:4]([CH:12]([C:14]2[CH:15]=[C:16]3[N:21]([C:22]=2[C:23]2[CH:28]=[CH:27][C:26]([CH2:29][N:30]4[CH2:35][CH2:34][O:33][CH2:32][CH2:31]4)=[CH:25][CH:24]=2)[CH:20]=[CH:19][CH:18]=[CH:17]3)[CH3:13])[N:3]=1.[F:36][C:37]1[CH:38]=[C:39](B(O)O)[CH:40]=[C:41]([OH:43])[CH:42]=1.CCO.C([O-])([O-])=O.[Na+].[Na+].